Predict the product of the given reaction. From a dataset of Forward reaction prediction with 1.9M reactions from USPTO patents (1976-2016). (1) Given the reactants [ClH:1].C(OC([N:9]1[C@H:13]([C:14]2[CH:19]=[CH:18][CH:17]=[CH:16][CH:15]=2)[C@H:12]([C:20]2[CH:25]=[CH:24][CH:23]=[CH:22][CH:21]=2)[N:11]=[C:10]1[NH:26][CH2:27][C:28]1[CH:33]=[CH:32][CH:31]=[CH:30][CH:29]=1)=O)(C)(C)C, predict the reaction product. The product is: [ClH:1].[C:14]1([C@H:13]2[C@@H:12]([C:20]3[CH:25]=[CH:24][CH:23]=[CH:22][CH:21]=3)[NH:11][C:10]([NH:26][CH2:27][C:28]3[CH:29]=[CH:30][CH:31]=[CH:32][CH:33]=3)=[N:9]2)[CH:19]=[CH:18][CH:17]=[CH:16][CH:15]=1. (2) Given the reactants C(O)C.C([NH:11][C@H:12]1[CH2:17][CH2:16][N:15]([C:18]2[CH:23]=[CH:22][C:21]([N+:24]([O-])=O)=[C:20]([O:27][CH3:28])[CH:19]=2)[CH2:14][C@H:13]1[F:29])C1C=CC=CC=1, predict the reaction product. The product is: [NH2:24][C:21]1[CH:22]=[CH:23][C:18]([N:15]2[CH2:16][CH2:17][C@H:12]([NH2:11])[C@H:13]([F:29])[CH2:14]2)=[CH:19][C:20]=1[O:27][CH3:28].